From a dataset of Peptide-MHC class I binding affinity with 185,985 pairs from IEDB/IMGT. Regression. Given a peptide amino acid sequence and an MHC pseudo amino acid sequence, predict their binding affinity value. This is MHC class I binding data. The peptide sequence is MFINDVHAL. The MHC is HLA-B39:01 with pseudo-sequence HLA-B39:01. The binding affinity (normalized) is 0.646.